Dataset: Full USPTO retrosynthesis dataset with 1.9M reactions from patents (1976-2016). Task: Predict the reactants needed to synthesize the given product. (1) Given the product [Cl:1][C:2]1[CH:3]=[CH:4][C:5]([C:8]2[CH:13]=[CH:12][CH:11]=[CH:10][C:9]=2[C@@H:14]([OH:30])[CH:15]2[CH2:20][CH2:19][N:18]([C:21]3[CH:22]=[CH:23][C:24]([C:25]([NH:58][S:55]([C:52]4[CH:53]=[CH:54][C:49]([NH:48][C@H:39]([CH2:38][CH2:37][N:34]5[CH2:35][CH2:36][O:31][CH2:32][CH2:33]5)[CH2:40][S:41][C:42]5[CH:43]=[CH:44][CH:45]=[CH:46][CH:47]=5)=[C:50]([S:59]([C:62]([F:65])([F:63])[F:64])(=[O:61])=[O:60])[CH:51]=4)(=[O:56])=[O:57])=[O:26])=[CH:28][CH:29]=3)[CH2:17][CH2:16]2)=[CH:6][CH:7]=1, predict the reactants needed to synthesize it. The reactants are: [Cl:1][C:2]1[CH:7]=[CH:6][C:5]([C:8]2[CH:13]=[CH:12][CH:11]=[CH:10][C:9]=2[C@@H:14]([OH:30])[CH:15]2[CH2:20][CH2:19][N:18]([C:21]3[CH:29]=[CH:28][C:24]([C:25](O)=[O:26])=[CH:23][CH:22]=3)[CH2:17][CH2:16]2)=[CH:4][CH:3]=1.[O:31]1[CH2:36][CH2:35][N:34]([CH2:37][CH2:38][C@@H:39]([NH:48][C:49]2[CH:54]=[CH:53][C:52]([S:55]([NH2:58])(=[O:57])=[O:56])=[CH:51][C:50]=2[S:59]([C:62]([F:65])([F:64])[F:63])(=[O:61])=[O:60])[CH2:40][S:41][C:42]2[CH:47]=[CH:46][CH:45]=[CH:44][CH:43]=2)[CH2:33][CH2:32]1.C(Cl)CCl. (2) The reactants are: Br[C:2]1[CH:7]=[CH:6][CH:5]=[C:4]([O:8][CH3:9])[N:3]=1.[CH3:10][Si:11]([C:14]#[CH:15])([CH3:13])[CH3:12]. Given the product [CH3:9][O:8][C:4]1[CH:5]=[CH:6][CH:7]=[C:2]([C:15]#[C:14][Si:11]([CH3:13])([CH3:12])[CH3:10])[N:3]=1, predict the reactants needed to synthesize it. (3) Given the product [Cl:1][C:2]1[CH:3]=[CH:4][CH:5]=[C:6]2[C:11]=1[N:10]=[C:9]([C:12]1[CH:17]=[CH:16][CH:15]=[CH:14][C:13]=1[Cl:18])[C:8]([CH2:19][NH:20][C:21]1[C:26]([F:27])=[CH:25][N:24]=[C:23]([NH2:28])[N:22]=1)=[CH:7]2, predict the reactants needed to synthesize it. The reactants are: [Cl:1][C:2]1[CH:3]=[CH:4][CH:5]=[C:6]2[C:11]=1[N:10]=[C:9]([C:12]1[CH:17]=[CH:16][CH:15]=[CH:14][C:13]=1[Cl:18])[C:8]([CH2:19][NH:20][C:21]1[C:26]([F:27])=[CH:25][N:24]=[C:23]([N:28]=C(C3C=CC=CC=3)C3C=CC=CC=3)[N:22]=1)=[CH:7]2.CC([O-])=O.[Na+].Cl.NO. (4) Given the product [CH2:10]([O:17][C:18]1[CH:19]=[CH:20][C:21]([CH:24]=[O:25])=[CH:22][C:23]=1[C:2]1[CH:7]=[C:6]([O:8][CH3:9])[CH:5]=[CH:4][N:3]=1)[C:11]1[CH:12]=[CH:13][CH:14]=[CH:15][CH:16]=1, predict the reactants needed to synthesize it. The reactants are: Cl[C:2]1[CH:7]=[C:6]([O:8][CH3:9])[CH:5]=[CH:4][N:3]=1.[CH2:10]([O:17][C:18]1[CH:23]=[CH:22][C:21]([CH:24]=[O:25])=[CH:20][C:19]=1B(O)O)[C:11]1[CH:16]=[CH:15][CH:14]=[CH:13][CH:12]=1.C([O-])([O-])=O.[K+].[K+]. (5) Given the product [OH:11][CH2:10][C@H:9]([N:4]1[CH2:3][C@H:2]([CH3:1])[CH2:7][CH2:6][C:5]1=[O:8])[C:12]1[CH:17]=[CH:16][CH:15]=[CH:14][CH:13]=1, predict the reactants needed to synthesize it. The reactants are: [CH3:1][C@@H:2]1[CH2:7][CH2:6][C:5](=[O:8])[N:4]2[C@H:9]([C:12]3[CH:17]=[CH:16][CH:15]=[CH:14][CH:13]=3)[CH2:10][O:11][C@@H:3]12.C([SiH](CC)CC)C.C(=O)(O)[O-].[Na+].